From a dataset of Reaction yield outcomes from USPTO patents with 853,638 reactions. Predict the reaction yield, written as a fraction of the theoretical maximum amount of product (1.0 means a 100% yield; for example, 0.34 means a 34% yield). (1) The reactants are Br[C:2]1[C:10]2[C:5](=[CH:6][CH:7]=[C:8]([CH:11]=[O:12])[CH:9]=2)[N:4]([CH2:13][CH2:14][CH2:15][NH:16][C:17](=[O:23])[O:18][C:19]([CH3:22])([CH3:21])[CH3:20])[CH:3]=1.[F:24][C:25]([F:37])([F:36])[O:26][C:27]1[CH:32]=[CH:31][C:30](B(O)O)=[CH:29][CH:28]=1.C(=O)([O-])[O-].[K+].[K+]. The catalyst is O1CCOCC1.C([O-])(O)=O.[Na+].C1C=CC([P]([Pd]([P](C2C=CC=CC=2)(C2C=CC=CC=2)C2C=CC=CC=2)([P](C2C=CC=CC=2)(C2C=CC=CC=2)C2C=CC=CC=2)[P](C2C=CC=CC=2)(C2C=CC=CC=2)C2C=CC=CC=2)(C2C=CC=CC=2)C2C=CC=CC=2)=CC=1. The product is [CH:11]([C:8]1[CH:9]=[C:10]2[C:5](=[CH:6][CH:7]=1)[N:4]([CH2:13][CH2:14][CH2:15][NH:16][C:17](=[O:23])[O:18][C:19]([CH3:22])([CH3:21])[CH3:20])[CH:3]=[C:2]2[C:30]1[CH:29]=[CH:28][C:27]([O:26][C:25]([F:24])([F:36])[F:37])=[CH:32][CH:31]=1)=[O:12]. The yield is 0.720. (2) The reactants are [O:1]([C:8]1[CH:9]=[C:10]([NH:14][CH2:15][C:16]2[CH:21]=[CH:20][CH:19]=[C:18]([O:22][CH2:23][C:24]([F:27])([F:26])[F:25])[CH:17]=2)[CH:11]=[CH:12][CH:13]=1)[C:2]1[CH:7]=[CH:6][CH:5]=[CH:4][CH:3]=1.[F:28][C:29]([F:34])([F:33])[CH:30]1[O:32][CH2:31]1. No catalyst specified. The product is [O:1]([C:8]1[CH:9]=[C:10]([N:14]([CH2:15][C:16]2[CH:21]=[CH:20][CH:19]=[C:18]([O:22][CH2:23][C:24]([F:25])([F:26])[F:27])[CH:17]=2)[CH2:31][CH:30]([OH:32])[C:29]([F:34])([F:33])[F:28])[CH:11]=[CH:12][CH:13]=1)[C:2]1[CH:7]=[CH:6][CH:5]=[CH:4][CH:3]=1. The yield is 0.210. (3) The reactants are [CH3:1][O:2][CH:3]([O:6][CH3:7])[CH2:4][NH2:5].[OH-].[Na+].Cl[C:11]([O:13][CH2:14][C:15]1[CH:20]=[CH:19][CH:18]=[CH:17][CH:16]=1)=[O:12]. The catalyst is C1(C)C=CC=CC=1. The product is [CH3:1][O:2][CH:3]([O:6][CH3:7])[CH2:4][NH:5][C:11](=[O:12])[O:13][CH2:14][C:15]1[CH:20]=[CH:19][CH:18]=[CH:17][CH:16]=1. The yield is 0.980.